Task: Predict the reaction yield, written as a fraction of the theoretical maximum amount of product (1.0 means a 100% yield; for example, 0.34 means a 34% yield).. Dataset: Reaction yield outcomes from USPTO patents with 853,638 reactions (1) The reactants are [F:1][C:2]1[CH:7]=[C:6]([F:8])[CH:5]=[CH:4][C:3]=1[CH:9]1[CH2:14][CH:13]([C:15]([OH:17])=O)[CH2:12][CH2:11][N:10]1[C:18]([O:20][CH3:21])=[O:19].N1(C(N2C=CN=C2)=O)C=CN=C1.[CH2:34]([O:36][C:37](=[O:42])[CH2:38]C([O-])=O)[CH3:35].[K+].[Cl-].[Mg+2].[Cl-].Cl. The catalyst is CN1C2C(N=C(N)NC=2NCC1CNC1C=CC(C(NC(C(O)=O)CCC(O)=O)=O)=CC=1)=O.CCCCCCC.CCOC(C)=O.O.CC(OC)(C)C. The product is [F:1][C:2]1[CH:7]=[C:6]([F:8])[CH:5]=[CH:4][C:3]=1[C@H:9]1[CH2:14][C@@H:13]([C:15](=[O:17])[CH2:38][C:37]([O:36][CH2:34][CH3:35])=[O:42])[CH2:12][CH2:11][N:10]1[C:18]([O:20][CH3:21])=[O:19]. The yield is 0.320. (2) The reactants are F[C:2]1[CH:7]=[CH:6][C:5]([N+:8]([O-:10])=[O:9])=[C:4]([O:11][CH3:12])[CH:3]=1.[NH:13]1[CH2:18][CH2:17][O:16][CH2:15][CH2:14]1.C([O-])([O-])=O.[K+].[K+].O. The catalyst is CN(C=O)C. The product is [CH3:12][O:11][C:4]1[CH:3]=[C:2]([N:13]2[CH2:18][CH2:17][O:16][CH2:15][CH2:14]2)[CH:7]=[CH:6][C:5]=1[N+:8]([O-:10])=[O:9]. The yield is 0.860. (3) The reactants are [CH3:1][N:2]([CH3:13])[CH2:3][CH2:4][O:5][C:6]1[CH:12]=[CH:11][CH:10]=[CH:9][C:7]=1[NH2:8].[C:14]([N:22]=[C:23]=[S:24])(=[O:21])[C:15]1[CH:20]=[CH:19][CH:18]=[CH:17][CH:16]=1. No catalyst specified. The product is [CH3:1][N:2]([CH3:13])[CH2:3][CH2:4][O:5][C:6]1[CH:12]=[CH:11][CH:10]=[CH:9][C:7]=1[NH:8][C:23]([NH:22][C:14](=[O:21])[C:15]1[CH:16]=[CH:17][CH:18]=[CH:19][CH:20]=1)=[S:24]. The yield is 0.350. (4) The reactants are Cl[C:2]1[C:3]([C:8]#N)=[N:4][CH:5]=[CH:6][CH:7]=1.C[Mg]Br.Cl.[SH:14][CH2:15][C:16]([O:18][CH2:19][CH3:20])=[O:17].[C:21](=O)([O-])[O-].[K+].[K+]. The catalyst is O1CCCC1.C(OCC)C.O. The product is [CH3:21][C:8]1[C:3]2=[N:4][CH:5]=[CH:6][CH:7]=[C:2]2[S:14][C:15]=1[C:16]([O:18][CH2:19][CH3:20])=[O:17]. The yield is 0.790. (5) The yield is 0.800. The reactants are [CH:1]([C:3]1[CH:11]=[CH:10][C:6]([C:7]([OH:9])=[O:8])=[C:5]([CH3:12])[CH:4]=1)=[O:2].S(=O)(=O)(O)O.[CH2:18](O)[CH3:19]. The product is [CH:1]([C:3]1[CH:11]=[CH:10][C:6]([C:7]([O:9][CH2:18][CH3:19])=[O:8])=[C:5]([CH3:12])[CH:4]=1)=[O:2]. No catalyst specified.